From a dataset of Catalyst prediction with 721,799 reactions and 888 catalyst types from USPTO. Predict which catalyst facilitates the given reaction. (1) Reactant: [I:1][C:2]1[C:10]2[C:5](=[CH:6][CH:7]=[C:8]([C:11]([OH:13])=O)[CH:9]=2)[NH:4][N:3]=1.Cl[C:15]([O:17][CH2:18][CH:19]([CH3:21])[CH3:20])=[O:16].CCN(C(C)C)C(C)C.[F:31][C:32]([F:42])([F:41])[CH:33]([C:35]1[CH:40]=[CH:39][CH:38]=[CH:37][CH:36]=1)[NH2:34]. Product: [I:1][C:2]1[C:10]2[C:5](=[CH:6][CH:7]=[C:8]([C:11](=[O:13])[NH:34][CH:33]([C:35]3[CH:40]=[CH:39][CH:38]=[CH:37][CH:36]=3)[C:32]([F:31])([F:41])[F:42])[CH:9]=2)[N:4]([C:15]([O:17][CH2:18][CH:19]([CH3:21])[CH3:20])=[O:16])[N:3]=1. The catalyst class is: 329. (2) Reactant: C([N:8]1[CH2:13][CH2:12][C:11]([C:15]2[CH:20]=[CH:19][C:18]([O:21]C3CCCCO3)=[CH:17][CH:16]=2)(O)[CH2:10][CH2:9]1)C1C=CC=CC=1.C([SiH](CC)CC)C.O.[C:44](O[C:44]([O:46][C:47]([CH3:50])([CH3:49])[CH3:48])=[O:45])([O:46][C:47]([CH3:50])([CH3:49])[CH3:48])=[O:45]. Product: [OH:21][C:18]1[CH:19]=[CH:20][C:15]([CH:11]2[CH2:10][CH2:9][N:8]([C:44]([O:46][C:47]([CH3:48])([CH3:49])[CH3:50])=[O:45])[CH2:13][CH2:12]2)=[CH:16][CH:17]=1. The catalyst class is: 10. (3) Reactant: [CH3:1][O:2][C:3]1[N:8]2[N:9]=[C:10]([C:12]([F:15])([F:14])[F:13])[N:11]=[C:7]2[C:6]([CH:16]=[O:17])=[CH:5][CH:4]=1.[CH2:18]([Mg]Br)[CH3:19].C(=O)([O-])O.[Na+]. Product: [OH:17][CH:16]([C:6]1[C:7]2[N:8]([N:9]=[C:10]([C:12]([F:15])([F:14])[F:13])[N:11]=2)[C:3]([O:2][CH3:1])=[CH:4][CH:5]=1)[CH2:18][CH3:19]. The catalyst class is: 1. (4) Reactant: [CH3:1][C:2]1([CH3:31])[CH2:11][C:10]2[C:5](=[C:6]([C:12]([O:14]C)=[O:13])[CH:7]=[CH:8][CH:9]=2)[NH:4][CH:3]1[C:16]1[CH:21]=[CH:20][CH:19]=[C:18]([C:22](=[O:30])[NH:23][CH:24]2[CH2:28][CH2:27][N:26]([CH3:29])[CH2:25]2)[CH:17]=1.[OH-].[Na+]. Product: [CH3:1][C:2]1([CH3:31])[CH2:11][C:10]2[C:5](=[C:6]([C:12]([OH:14])=[O:13])[CH:7]=[CH:8][CH:9]=2)[NH:4][CH:3]1[C:16]1[CH:21]=[CH:20][CH:19]=[C:18]([C:22](=[O:30])[NH:23][CH:24]2[CH2:28][CH2:27][N:26]([CH3:29])[CH2:25]2)[CH:17]=1. The catalyst class is: 5. (5) Reactant: [Cl:1][C:2]1[CH:7]=[C:6]([I:8])[CH:5]=[CH:4][C:3]=1[NH:9][C:10]1[N:15]([CH3:16])[C:14](=[O:17])[C:13]2[CH2:18][CH2:19][CH2:20][C:12]=2[C:11]=1[C:21](OCC)=[O:22].[Si:26]([O:33][CH2:34][CH2:35][O:36][NH2:37])([C:29]([CH3:32])([CH3:31])[CH3:30])([CH3:28])[CH3:27].[Li+].C[Si]([N-][Si](C)(C)C)(C)C. Product: [Si:26]([O:33][CH2:34][CH2:35][O:36][NH:37][C:21]([C:11]1[C:12]2[CH2:20][CH2:19][CH2:18][C:13]=2[C:14](=[O:17])[N:15]([CH3:16])[C:10]=1[NH:9][C:3]1[CH:4]=[CH:5][C:6]([I:8])=[CH:7][C:2]=1[Cl:1])=[O:22])([C:29]([CH3:32])([CH3:31])[CH3:30])([CH3:28])[CH3:27]. The catalyst class is: 1. (6) The catalyst class is: 2. Reactant: [NH:1]1[CH:5]=[CH:4][N:3]=[CH:2]1.[CH3:6][O:7][C:8]([C:10]1(Cl)[C:14](=[O:15])[CH:13]=[CH:12][S:11]1)=[O:9]. Product: [CH3:6][O:7][C:8]([C:10]1[S:11][C:12]([N:1]2[CH:5]=[CH:4][N:3]=[CH:2]2)=[CH:13][C:14]=1[OH:15])=[O:9]. (7) Reactant: [CH2:1]([O:8][N:9]=[C:10]([C:17]1[CH:22]=[CH:21][CH:20]=[CH:19][CH:18]=1)[C:11]1[CH:16]=[CH:15][CH:14]=[CH:13][N:12]=1)[C:2]1[CH:7]=[CH:6][CH:5]=[CH:4][CH:3]=1.[F:23][C:24]([F:31])([F:30])[S:25]([O:28]C)(=[O:27])=[O:26]. Product: [F:23][C:24]([F:31])([F:30])[S:25]([O-:28])(=[O:27])=[O:26].[CH2:1]([O:8][N:9]=[C:10]([C:17]1[CH:22]=[CH:21][CH:20]=[CH:19][CH:18]=1)[C:11]1[CH:16]=[CH:15][CH:14]=[CH:13][N+:12]=1[CH3:24])[C:2]1[CH:3]=[CH:4][CH:5]=[CH:6][CH:7]=1. The catalyst class is: 27.